Dataset: Full USPTO retrosynthesis dataset with 1.9M reactions from patents (1976-2016). Task: Predict the reactants needed to synthesize the given product. (1) Given the product [Br:1][C:2]1[CH:9]=[CH:8][C:5]([CH:6]([OH:7])[CH2:11][CH3:12])=[C:4]([F:10])[CH:3]=1, predict the reactants needed to synthesize it. The reactants are: [Br:1][C:2]1[CH:9]=[CH:8][C:5]([CH:6]=[O:7])=[C:4]([F:10])[CH:3]=1.[CH2:11]([Mg]Br)[CH3:12].[Cl-].[NH4+]. (2) Given the product [C:9]([N:3]1[C@@H:2]([CH3:1])[C:6](=[O:7])[O:5][C:4]1=[O:8])(=[O:11])[CH3:10], predict the reactants needed to synthesize it. The reactants are: [CH3:1][C@H:2]1[C:6](=[O:7])[O:5][C:4](=[O:8])[NH:3]1.[C:9](Cl)(=[O:11])[CH3:10].CN1CCOCC1. (3) The reactants are: [F:1][C:2]1[CH:3]=[C:4]([OH:8])[CH:5]=[CH:6][CH:7]=1.[Cl-].[Mg+2].[Cl-].C(N(CC)CC)C.[CH2:19]=[O:20].Cl. Given the product [OH:8][C:4]1[CH:3]=[C:2]([F:1])[CH:7]=[CH:6][C:5]=1[CH:19]=[O:20], predict the reactants needed to synthesize it. (4) Given the product [C:1]([O:4][CH2:5][C@@H:6]1[O:10][C:9](=[O:11])[N:8]([C:12]2[CH:17]=[CH:16][C:15]([I:19])=[C:14]([F:18])[CH:13]=2)[CH2:7]1)(=[O:3])[CH3:2], predict the reactants needed to synthesize it. The reactants are: [C:1]([O:4][CH2:5][C@@H:6]1[O:10][C:9](=[O:11])[N:8]([C:12]2[CH:17]=[CH:16][CH:15]=[C:14]([F:18])[CH:13]=2)[CH2:7]1)(=[O:3])[CH3:2].[I:19]Cl. (5) The reactants are: [Cl:1][C:2]1[CH:7]=[CH:6][CH:5]=[CH:4][C:3]=1[N:8]([C:14]1[C:19]([C:20]([F:23])([F:22])[F:21])=[CH:18][C:17]([N+:24]([O-])=O)=[CH:16][C:15]=1[N+:27]([O-])=O)[C:9](=[O:13])[O:10][CH2:11][CH3:12]. Given the product [Cl:1][C:2]1[CH:7]=[CH:6][CH:5]=[CH:4][C:3]=1[N:8]([C:14]1[C:19]([C:20]([F:21])([F:23])[F:22])=[CH:18][C:17]([NH2:24])=[CH:16][C:15]=1[NH2:27])[C:9](=[O:13])[O:10][CH2:11][CH3:12], predict the reactants needed to synthesize it. (6) Given the product [Cl:17][C:18]1[CH:19]=[CH:20][C:21]([CH:24]([N:55]2[C:51](=[O:61])[C:52]3[C:53](=[CH:57][CH:58]=[CH:59][CH:60]=3)[C:54]2=[O:56])[CH2:25][C:26]2[N:27]([C:31]([C:38]3[CH:39]=[CH:40][CH:41]=[CH:42][CH:43]=3)([C:44]3[CH:45]=[CH:46][CH:47]=[CH:48][CH:49]=3)[C:32]3[CH:37]=[CH:36][CH:35]=[CH:34][CH:33]=3)[CH:28]=[CH:29][N:30]=2)=[CH:22][CH:23]=1, predict the reactants needed to synthesize it. The reactants are: N(C(OC(C)(C)C)=O)=NC(OC(C)(C)C)=O.[Cl:17][C:18]1[CH:23]=[CH:22][C:21]([CH:24](O)[CH2:25][C:26]2[N:27]([C:31]([C:44]3[CH:49]=[CH:48][CH:47]=[CH:46][CH:45]=3)([C:38]3[CH:43]=[CH:42][CH:41]=[CH:40][CH:39]=3)[C:32]3[CH:37]=[CH:36][CH:35]=[CH:34][CH:33]=3)[CH:28]=[CH:29][N:30]=2)=[CH:20][CH:19]=1.[C:51]1(=[O:61])[NH:55][C:54](=[O:56])[C:53]2=[CH:57][CH:58]=[CH:59][CH:60]=[C:52]12.C1(P(C2C=CC=CC=2)C2C=CC=CC=2)C=CC=CC=1.